Dataset: Catalyst prediction with 721,799 reactions and 888 catalyst types from USPTO. Task: Predict which catalyst facilitates the given reaction. (1) Reactant: C(OC([N:11]1[CH2:16][CH2:15][C@H:14]([NH:17][C:18]([O:20][C:21]([CH3:24])([CH3:23])[CH3:22])=[O:19])[C@H:13]([OH:25])[CH2:12]1)=O)C1C=CC=CC=1. Product: [C:21]([O:20][C:18](=[O:19])[NH:17][C@H:14]1[CH2:15][CH2:16][NH:11][CH2:12][C@H:13]1[OH:25])([CH3:24])([CH3:22])[CH3:23]. The catalyst class is: 5. (2) Reactant: [C:1]([C:3]1[CH:49]=[CH:48][C:6]2[N:7]([CH2:36][C:37]3[C:46]4[C:41](=[CH:42][CH:43]=[CH:44][CH:45]=4)[CH:40]=[CH:39][C:38]=3[CH3:47])[C:8](=[O:35])[C@@H:9]([NH:20][C:21](=[O:34])[C@@H:22]([N:25](C)[C:26](=O)OC(C)(C)C)[CH2:23][CH3:24])[C@H:10]([CH3:19])[N:11]([C:12](=[O:18])[CH2:13][S:14]([CH3:17])(=[O:16])=[O:15])[C:5]=2[CH:4]=1)#[N:2].[ClH:50]. Product: [ClH:50].[C:1]([C:3]1[CH:49]=[CH:48][C:6]2[N:7]([CH2:36][C:37]3[C:46]4[C:41](=[CH:42][CH:43]=[CH:44][CH:45]=4)[CH:40]=[CH:39][C:38]=3[CH3:47])[C:8](=[O:35])[C@@H:9]([NH:20][C:21](=[O:34])[C@@H:22]([NH:25][CH3:26])[CH2:23][CH3:24])[C@H:10]([CH3:19])[N:11]([C:12](=[O:18])[CH2:13][S:14]([CH3:17])(=[O:16])=[O:15])[C:5]=2[CH:4]=1)#[N:2]. The catalyst class is: 440. (3) Reactant: [F:1][C:2]([F:41])([C:30]1[CH:35]=[CH:34][C:33]([O:36][C:37]([F:40])([F:39])[F:38])=[CH:32][N:31]=1)[CH2:3][N:4]1[CH2:9][CH2:8][CH:7]([NH:10][C:11]2[C:12]3[CH:19]=[CH:18][N:17](S(C4C=CC(C)=CC=4)(=O)=O)[C:13]=3[N:14]=[CH:15][N:16]=2)[CH2:6][CH2:5]1.[OH-].[Na+]. Product: [F:41][C:2]([F:1])([C:30]1[CH:35]=[CH:34][C:33]([O:36][C:37]([F:38])([F:40])[F:39])=[CH:32][N:31]=1)[CH2:3][N:4]1[CH2:9][CH2:8][CH:7]([NH:10][C:11]2[C:12]3[CH:19]=[CH:18][NH:17][C:13]=3[N:14]=[CH:15][N:16]=2)[CH2:6][CH2:5]1. The catalyst class is: 1. (4) Reactant: [CH3:1][C:2]([CH3:9])([CH3:8])[C:3](=O)[CH2:4][C:5]#[N:6].Cl.[C:11]1([CH3:19])[CH:16]=[CH:15][C:14]([NH:17][NH2:18])=[CH:13][CH:12]=1.Cl. Product: [C:2]([C:3]1[CH:4]=[C:5]([NH2:6])[N:17]([C:14]2[CH:15]=[CH:16][C:11]([CH3:19])=[CH:12][CH:13]=2)[N:18]=1)([CH3:9])([CH3:8])[CH3:1]. The catalyst class is: 14. (5) The catalyst class is: 5. Product: [C:18]1([C:21]2[CH:22]=[CH:23][CH:24]=[CH:25][CH:26]=2)[CH:17]=[CH:16][C:15]([CH2:14][C@H:12]2[N:11](/[CH:27]=[CH:28]/[C:29]3[CH:30]=[CH:31][CH:32]=[CH:33][CH:34]=3)[C:10](=[O:35])[C:9](=[CH2:1])[CH2:13]2)=[CH:20][CH:19]=1. Reactant: [C:1]([C@@H:9]1[CH2:13][CH:12]([CH2:14][C:15]2[CH:20]=[CH:19][C:18]([C:21]3[CH:26]=[CH:25][CH:24]=[CH:23][CH:22]=3)=[CH:17][CH:16]=2)[N:11](/[CH:27]=[CH:28]/[C:29]2[CH:34]=[CH:33][CH:32]=[CH:31][CH:30]=2)[C:10]1=[O:35])(=O)C1C=CC=CC=1.N1CCOCC1.C=O.Cl. (6) Reactant: [C:1]([CH2:3][NH:4][C:5]([C:7]1([NH:13][C:14](=[O:44])[C:15]2[CH:20]=[CH:19][C:18]([N:21]3[CH2:26][CH2:25][N:24](C(OCC4C5C(=CC=CC=5)C5C4=CC=CC=5)=O)[CH2:23][CH2:22]3)=[CH:17][CH:16]=2)[CH2:12][CH2:11][CH2:10][CH2:9][CH2:8]1)=[O:6])#[N:2].N1CCCCC1.O.C(OCC)(=O)C. Product: [C:1]([CH2:3][NH:4][C:5]([C:7]1([NH:13][C:14](=[O:44])[C:15]2[CH:20]=[CH:19][C:18]([N:21]3[CH2:22][CH2:23][NH:24][CH2:25][CH2:26]3)=[CH:17][CH:16]=2)[CH2:12][CH2:11][CH2:10][CH2:9][CH2:8]1)=[O:6])#[N:2]. The catalyst class is: 3. (7) Reactant: [Br:1][C:2]1[N:10]=[CH:9][CH:8]=[CH:7][C:3]=1[C:4]([OH:6])=[O:5].[CH3:11]C(O)=O. Product: [Br:1][C:2]1[N:10]=[CH:9][CH:8]=[CH:7][C:3]=1[C:4]([O:6][CH3:11])=[O:5]. The catalyst class is: 332.